This data is from Full USPTO retrosynthesis dataset with 1.9M reactions from patents (1976-2016). The task is: Predict the reactants needed to synthesize the given product. (1) Given the product [C:1]([NH:4][C:5]1[CH:6]=[CH:7][C:8]([C:9]([NH:14][C:15]2[CH:20]=[CH:19][CH:18]=[CH:17][C:16]=2[NH:21][C:22](=[O:28])[O:23][C:24]([CH3:26])([CH3:25])[CH3:27])=[O:11])=[CH:12][CH:13]=1)(=[O:3])[CH3:2], predict the reactants needed to synthesize it. The reactants are: [C:1]([NH:4][C:5]1[CH:13]=[CH:12][C:8]([C:9]([OH:11])=O)=[CH:7][CH:6]=1)(=[O:3])[CH3:2].[NH2:14][C:15]1[CH:20]=[CH:19][CH:18]=[CH:17][C:16]=1[NH:21][C:22](=[O:28])[O:23][C:24]([CH3:27])([CH3:26])[CH3:25].CN(C=O)C.C(Cl)CCl. (2) Given the product [OH:9][CH2:10][C@H:11]([CH3:39])[O:12][C:13]1[CH:14]=[C:15]([CH:25]=[C:26]([O:28][C:29]2[CH:30]=[C:31]3[C:35](=[CH:36][CH:37]=2)[N:34]([CH3:38])[CH:33]=[CH:32]3)[CH:27]=1)[C:16]([NH:18][C:19]1[CH:23]=[CH:22][N:21]([CH3:24])[N:20]=1)=[O:17], predict the reactants needed to synthesize it. The reactants are: Cl.[Si]([O:9][CH2:10][C@H:11]([CH3:39])[O:12][C:13]1[CH:14]=[C:15]([CH:25]=[C:26]([O:28][C:29]2[CH:30]=[C:31]3[C:35](=[CH:36][CH:37]=2)[N:34]([CH3:38])[CH:33]=[CH:32]3)[CH:27]=1)[C:16]([NH:18][C:19]1[CH:23]=[CH:22][N:21]([CH3:24])[N:20]=1)=[O:17])(C(C)(C)C)(C)C.C(=O)(O)[O-].[Na+]. (3) Given the product [Br:17][C:18]1[CH:25]=[CH:24][C:21]([CH2:22][NH:23][C:9](=[O:10])[O:11][C:12]([CH3:13])([CH3:14])[CH3:15])=[CH:20][CH:19]=1, predict the reactants needed to synthesize it. The reactants are: [C:12]([O:11][C:9](O[C:9]([O:11][C:12]([CH3:15])([CH3:14])[CH3:13])=[O:10])=[O:10])([CH3:15])([CH3:14])[CH3:13].Cl.[Br:17][C:18]1[CH:25]=[CH:24][C:21]([CH2:22][NH2:23])=[CH:20][CH:19]=1.C(N(CC)CC)C. (4) Given the product [F:32][C:26]([F:31])([O:25][C:22]1[CH:21]=[CH:20][C:19]([N:16]2[CH:17]=[N:18][C:14]([C:11]3[CH:10]=[CH:9][C:8]([NH2:7])=[CH:13][CH:12]=3)=[N:15]2)=[CH:24][CH:23]=1)[C:27]([F:30])([F:29])[F:28], predict the reactants needed to synthesize it. The reactants are: C(OC(=O)[NH:7][C:8]1[CH:13]=[CH:12][C:11]([C:14]2[N:18]=[CH:17][N:16]([C:19]3[CH:24]=[CH:23][C:22]([O:25][C:26]([F:32])([F:31])[C:27]([F:30])([F:29])[F:28])=[CH:21][CH:20]=3)[N:15]=2)=[CH:10][CH:9]=1)(C)(C)C.Cl.C([O-])(O)=O.[Na+]. (5) Given the product [CH3:1][C:2]1[CH:7]=[C:6]([CH3:8])[CH:5]=[CH:4][C:3]=1[N:9]1[CH2:14][CH2:13][N:12]([CH2:15][CH2:16][NH:17][CH2:32][C:23]2[CH:22]=[C:21]([CH2:18][CH2:19][CH3:20])[N:25]([C:26]3[CH:31]=[CH:30][CH:29]=[CH:28][CH:27]=3)[N:24]=2)[CH2:11][CH2:10]1, predict the reactants needed to synthesize it. The reactants are: [CH3:1][C:2]1[CH:7]=[C:6]([CH3:8])[CH:5]=[CH:4][C:3]=1[N:9]1[CH2:14][CH2:13][N:12]([CH2:15][CH2:16][NH2:17])[CH2:11][CH2:10]1.[CH2:18]([C:21]1[N:25]([C:26]2[CH:31]=[CH:30][CH:29]=[CH:28][CH:27]=2)[N:24]=[C:23]([CH:32]=O)[CH:22]=1)[CH2:19][CH3:20]. (6) Given the product [Cl:1][C:2]1[C:6]([C:7]([F:10])([F:8])[F:9])=[N:5][N:4]([CH3:11])[C:3]=1[C:12]1[CH:13]=[C:14]([NH:20][C:29]([NH:28][C:25]2[CH:26]=[CH:27][C:22]([F:21])=[CH:23][CH:24]=2)=[O:30])[CH:15]=[CH:16][C:17]=1[O:18][CH3:19], predict the reactants needed to synthesize it. The reactants are: [Cl:1][C:2]1[C:6]([C:7]([F:10])([F:9])[F:8])=[N:5][N:4]([CH3:11])[C:3]=1[C:12]1[CH:13]=[C:14]([NH2:20])[CH:15]=[CH:16][C:17]=1[O:18][CH3:19].[F:21][C:22]1[CH:27]=[CH:26][C:25]([N:28]=[C:29]=[O:30])=[CH:24][CH:23]=1.